This data is from CYP3A4 inhibition data for predicting drug metabolism from PubChem BioAssay. The task is: Regression/Classification. Given a drug SMILES string, predict its absorption, distribution, metabolism, or excretion properties. Task type varies by dataset: regression for continuous measurements (e.g., permeability, clearance, half-life) or binary classification for categorical outcomes (e.g., BBB penetration, CYP inhibition). Dataset: cyp3a4_veith. (1) The compound is Cc1noc(C)c1C(=O)N1CCC[C@@]2(CCN(Cc3ccccc3)C2)C1. The result is 1 (inhibitor). (2) The compound is O=C(c1cccc(F)c1)N1CCC2(CCCN(Cc3ccccc3)C2)CC1. The result is 0 (non-inhibitor). (3) The compound is COc1ccccc1/C=C/C=N/N1CCN(Cc2ccc(Cl)cc2)CC1.Cl. The result is 1 (inhibitor). (4) The result is 0 (non-inhibitor). The compound is O=C1c2cccnc2C(=O)N1Cc1ccc(F)cc1. (5) The molecule is Clc1ccccc1-c1cc(NCCN2CCOCC2)ncn1. The result is 0 (non-inhibitor).